From a dataset of Full USPTO retrosynthesis dataset with 1.9M reactions from patents (1976-2016). Predict the reactants needed to synthesize the given product. (1) Given the product [C:17]([C:16]1[CH:19]=[CH:20][C:21]([O:22][C:23]([F:25])([F:24])[F:26])=[C:14]([C:10]2[C:11]([CH3:13])=[CH:12][C:7]3[O:6][C:5]([CH3:28])([CH3:27])[C:4](=[O:29])[N:3]([CH2:1][CH3:2])[C:8]=3[CH:9]=2)[CH:15]=1)(=[O:18])[CH3:30], predict the reactants needed to synthesize it. The reactants are: [CH2:1]([N:3]1[C:8]2[CH:9]=[C:10]([C:14]3[CH:15]=[C:16]([CH:19]=[CH:20][C:21]=3[O:22][C:23]([F:26])([F:25])[F:24])[CH:17]=[O:18])[C:11]([CH3:13])=[CH:12][C:7]=2[O:6][C:5]([CH3:28])([CH3:27])[C:4]1=[O:29])[CH3:2].[CH3:30][Mg]Br.C(OCC)C.CC(OI1(OC(C)=O)(OC(C)=O)OC(=O)C2C=CC=CC1=2)=O. (2) Given the product [Cl:11][C:12]1[CH:17]=[CH:16][C:15]([C:18]2[CH:19]=[CH:20][C:21]([NH:24][C:25](=[O:36])/[CH:26]=[CH:27]/[C:28]3[CH:29]=[CH:30][C:31]([CH2:34][N:7]([CH:1]4[CH2:6][CH2:5][CH2:4][CH2:3][CH2:2]4)[CH2:8][CH2:9][OH:10])=[CH:32][CH:33]=3)=[CH:22][CH:23]=2)=[CH:14][CH:13]=1, predict the reactants needed to synthesize it. The reactants are: [CH:1]1([NH:7][CH2:8][CH2:9][OH:10])[CH2:6][CH2:5][CH2:4][CH2:3][CH2:2]1.[Cl:11][C:12]1[CH:17]=[CH:16][C:15]([C:18]2[CH:23]=[CH:22][C:21]([NH:24][C:25](=[O:36])/[CH:26]=[CH:27]/[C:28]3[CH:33]=[CH:32][C:31]([CH2:34]Cl)=[CH:30][CH:29]=3)=[CH:20][CH:19]=2)=[CH:14][CH:13]=1. (3) Given the product [NH2:7][C:8]1[N:13]=[CH:12][N:11]=[C:10]2[N:14]([C@H:35]3[CH2:39][CH2:38][N:37]([CH3:40])[CH2:36]3)[N:15]=[C:16]([C:17]3[CH:18]=[CH:19][C:20]([NH:23][C:24]4[O:25][C:26]5[C:32]([CH3:33])=[CH:31][C:30]([CH3:34])=[CH:29][C:27]=5[N:28]=4)=[CH:21][CH:22]=3)[C:9]=12, predict the reactants needed to synthesize it. The reactants are: N1CC[C@@H](O)C1.[NH2:7][C:8]1[N:13]=[CH:12][N:11]=[C:10]2[N:14]([CH:35]3[CH2:39][CH2:38][N:37]([CH3:40])[CH2:36]3)[N:15]=[C:16]([C:17]3[CH:22]=[CH:21][C:20]([NH:23][C:24]4[O:25][C:26]5[C:32]([CH3:33])=[CH:31][C:30]([CH3:34])=[CH:29][C:27]=5[N:28]=4)=[CH:19][CH:18]=3)[C:9]=12. (4) Given the product [ClH:43].[NH2:27][C@@H:23]1[CH2:24][CH2:25][CH2:26][N:21]([C:3]2[C:2]([Br:1])=[CH:7][N:6]=[C:5]3[NH:8][CH:9]=[C:10]([NH:11][C:12](=[O:20])[C:13]4[CH:18]=[CH:17][C:16]([CH3:19])=[N:15][CH:14]=4)[C:4]=23)[CH2:22]1, predict the reactants needed to synthesize it. The reactants are: [Br:1][C:2]1[C:3]([N:21]2[CH2:26][CH2:25][CH2:24][C@@H:23]([NH:27]C(=O)OC(C)(C)C)[CH2:22]2)=[C:4]2[C:10]([NH:11][C:12](=[O:20])[C:13]3[CH:18]=[CH:17][C:16]([CH3:19])=[N:15][CH:14]=3)=[CH:9][NH:8][C:5]2=[N:6][CH:7]=1.C(O)(C(F)(F)F)=O.C(Cl)[Cl:43].